Predict the product of the given reaction. From a dataset of Forward reaction prediction with 1.9M reactions from USPTO patents (1976-2016). (1) Given the reactants [CH2:1]([O:3][C:4]([N:6]1[CH:11]([CH2:12][CH3:13])[CH2:10][CH:9]([NH:14][CH2:15][C:16]2[CH:21]=[C:20]([C:22]([F:25])([F:24])[F:23])[CH:19]=[C:18]([C:26]([F:29])([F:28])[F:27])[CH:17]=2)[C:8]2[C:30]([CH3:34])=[N:31][N:32]([CH3:33])[C:7]1=2)=[O:5])[CH3:2].C([O-])([O-])=O.[K+].[K+].C1COCC1.Cl[C:47]([O:49][CH3:50])=[O:48], predict the reaction product. The product is: [CH2:1]([O:3][C:4]([N:6]1[CH:11]([CH2:12][CH3:13])[CH2:10][CH:9]([N:14]([CH2:15][C:16]2[CH:17]=[C:18]([C:26]([F:27])([F:29])[F:28])[CH:19]=[C:20]([C:22]([F:23])([F:24])[F:25])[CH:21]=2)[C:47]([O:49][CH3:50])=[O:48])[C:8]2[C:30]([CH3:34])=[N:31][N:32]([CH3:33])[C:7]1=2)=[O:5])[CH3:2]. (2) Given the reactants Cl.O1CCOCC1.CN(C(ON1N=NC2C=CC=NC1=2)=[N+](C)C)C.F[P-](F)(F)(F)(F)F.Cl.[C:33]([C:36]1[CH:37]=[CH:38][C:39]([CH3:50])=[C:40]([NH:42][C:43]([C@@H:45]2[CH2:49][CH2:48][CH2:47][NH:46]2)=[O:44])[CH:41]=1)(=[O:35])[CH3:34].[CH3:51][O:52][C:53]([NH:55][C@H:56]([C:60]1[CH:65]=[CH:64][CH:63]=[CH:62][CH:61]=1)[C:57](O)=[O:58])=[O:54].CCN(C(C)C)C(C)C, predict the reaction product. The product is: [C:33]([C:36]1[CH:37]=[CH:38][C:39]([CH3:50])=[C:40]([NH:42][C:43]([C@@H:45]2[CH2:49][CH2:48][CH2:47][N:46]2[C:57](=[O:58])[C@H:56]([NH:55][C:53](=[O:54])[O:52][CH3:51])[C:60]2[CH:65]=[CH:64][CH:63]=[CH:62][CH:61]=2)=[O:44])[CH:41]=1)(=[O:35])[CH3:34]. (3) The product is: [CH:9]1([CH2:8][CH:7]([O:6][CH2:5][CH:4]=[O:3])[CH2:12][CH:13]=[CH2:14])[CH2:10][CH2:11]1. Given the reactants C([O:3][CH:4](OCC)[CH2:5][O:6][CH:7]([CH2:12][CH:13]=[CH2:14])[CH2:8][CH:9]1[CH2:11][CH2:10]1)C.Cl, predict the reaction product. (4) Given the reactants [OH:1][CH:2]([CH3:12])[CH2:3][NH:4][C:5](=[O:11])[O:6][C:7]([CH3:10])([CH3:9])[CH3:8].CCN(CC)CC.[CH3:20][S:21](Cl)(=[O:23])=[O:22], predict the reaction product. The product is: [CH3:20][S:21]([O:1][CH:2]([CH3:12])[CH2:3][NH:4][C:5]([O:6][C:7]([CH3:8])([CH3:10])[CH3:9])=[O:11])(=[O:23])=[O:22]. (5) Given the reactants [CH3:1][N:2]([CH3:26])[C:3]1[CH:8]=[CH:7][C:6]([C:9]2[C:14]([N:15]3[CH2:20][CH2:19][N:18](C([O-])=O)[CH2:17][CH2:16]3)=[CH:13][CH:12]=[C:11]([O:24][CH3:25])[N:10]=2)=[CH:5][CH:4]=1.Cl.C(OCC)(=O)C.C(=O)(O)[O-].[Na+], predict the reaction product. The product is: [CH3:25][O:24][C:11]1[N:10]=[C:9]([C:6]2[CH:7]=[CH:8][C:3]([N:2]([CH3:26])[CH3:1])=[CH:4][CH:5]=2)[C:14]([N:15]2[CH2:20][CH2:19][NH:18][CH2:17][CH2:16]2)=[CH:13][CH:12]=1. (6) Given the reactants [F:1][C:2]([F:35])([F:34])[C:3]1[CH:4]=[N:5][N:6]([C:8]2[N:13]=[CH:12][C:11]([NH:14][CH:15]([C:19]3[CH:33]=[CH:32][C:22]([C:23]([NH:25][CH2:26][CH2:27][C:28]([O:30]C)=[O:29])=[O:24])=[CH:21][CH:20]=3)[CH2:16][CH2:17][CH3:18])=[CH:10][N:9]=2)[CH:7]=1.C(=O)=O, predict the reaction product. The product is: [F:35][C:2]([F:1])([F:34])[C:3]1[CH:4]=[N:5][N:6]([C:8]2[N:13]=[CH:12][C:11]([NH:14][CH:15]([C:19]3[CH:33]=[CH:32][C:22]([C:23]([NH:25][CH2:26][CH2:27][C:28]([OH:30])=[O:29])=[O:24])=[CH:21][CH:20]=3)[CH2:16][CH2:17][CH3:18])=[CH:10][N:9]=2)[CH:7]=1. (7) Given the reactants [C:1]1([CH2:7][OH:8])[CH:6]=[CH:5][CH:4]=[CH:3][CH:2]=1.Cl[C:10]1[C:19]2[C:14](=[CH:15][C:16]([O:20][CH3:21])=[CH:17][CH:18]=2)[CH:13]=[C:12]([NH:22][C:23]2[CH:27]=[C:26]([CH3:28])[NH:25][N:24]=2)[N:11]=1, predict the reaction product. The product is: [CH2:7]([O:8][C:10]1[C:19]2[C:14](=[CH:15][C:16]([O:20][CH3:21])=[CH:17][CH:18]=2)[CH:13]=[C:12]([NH:22][C:23]2[CH:27]=[C:26]([CH3:28])[NH:25][N:24]=2)[N:11]=1)[C:1]1[CH:6]=[CH:5][CH:4]=[CH:3][CH:2]=1. (8) Given the reactants [ClH:1].Cl.[Cl:3][CH2:4][CH2:5][C@@H:6]1[CH2:11][NH:10][CH2:9][CH2:8][NH:7]1.[OH-].[Na+].Cl, predict the reaction product. The product is: [ClH:3].[ClH:1].[N:10]12[CH2:11][C@@H:6]([CH2:5][CH2:4]1)[NH:7][CH2:8][CH2:9]2. (9) Given the reactants C(=O)([O-])O.[Na+].[C:6]([OH:10])(=[O:9])[CH2:7][OH:8].CN(C)C=O.[CH3:16][O:17][C:18]1[CH:25]=[CH:24][C:21]([CH2:22]Cl)=[CH:20][CH:19]=1, predict the reaction product. The product is: [C:6]([O:10][CH2:22][C:21]1[CH:24]=[CH:25][C:18]([O:17][CH3:16])=[CH:19][CH:20]=1)(=[O:9])[CH2:7][OH:8].